Regression. Given a peptide amino acid sequence and an MHC pseudo amino acid sequence, predict their binding affinity value. This is MHC class I binding data. From a dataset of Peptide-MHC class I binding affinity with 185,985 pairs from IEDB/IMGT. (1) The peptide sequence is RMCTREEFTR. The MHC is HLA-A33:01 with pseudo-sequence HLA-A33:01. The binding affinity (normalized) is 0.401. (2) The peptide sequence is LMLKATLLCV. The MHC is HLA-A02:02 with pseudo-sequence HLA-A02:02. The binding affinity (normalized) is 0.887. (3) The peptide sequence is GKAMYAPPI. The MHC is H-2-Db with pseudo-sequence H-2-Db. The binding affinity (normalized) is 0.0324. (4) The peptide sequence is RPPIFIRRL. The MHC is HLA-A11:01 with pseudo-sequence HLA-A11:01. The binding affinity (normalized) is 0.